This data is from Reaction yield outcomes from USPTO patents with 853,638 reactions. The task is: Predict the reaction yield, written as a fraction of the theoretical maximum amount of product (1.0 means a 100% yield; for example, 0.34 means a 34% yield). (1) The reactants are [CH2:1]([O:3][C:4]([N:6]1[CH2:13][CH:12]2[CH:8]([CH:9]([CH3:18])[C:10]3[CH:16]=[C:15](Br)[S:14][C:11]=32)[CH2:7]1)=[O:5])[CH3:2].[CH3:19][Zn]C.C1(C)C=CC=CC=1. The catalyst is O1CCOCC1.C1C=CC(P(C2C=CC=CC=2)[C-]2C=CC=C2)=CC=1.C1C=CC(P(C2C=CC=CC=2)[C-]2C=CC=C2)=CC=1.Cl[Pd]Cl.[Fe+2]. The product is [CH2:1]([O:3][C:4]([N:6]1[CH2:13][CH:12]2[CH:8]([CH:9]([CH3:18])[C:10]3[CH:16]=[C:15]([CH3:19])[S:14][C:11]=32)[CH2:7]1)=[O:5])[CH3:2]. The yield is 0.950. (2) The reactants are [CH:1]1([O:6]/[N:7]=[C:8](\[C:12]2[CH:17]=[CH:16][C:15]([S:18]([CH3:21])(=[O:20])=[O:19])=[CH:14][CH:13]=2)/[C:9]([OH:11])=O)[CH2:5][CH2:4][CH2:3][CH2:2]1.C(N(CC)C(C)C)(C)C.[NH2:31][C:32]1[S:33][C:34]2[CH:40]=[CH:39][CH:38]=[CH:37][C:35]=2[N:36]=1. The catalyst is C(Cl)Cl. The product is [S:33]1[C:34]2[CH:40]=[CH:39][CH:38]=[CH:37][C:35]=2[N:36]=[C:32]1[NH:31][C:9](=[O:11])/[C:8](=[N:7]/[O:6][CH:1]1[CH2:2][CH2:3][CH2:4][CH2:5]1)/[C:12]1[CH:17]=[CH:16][C:15]([S:18]([CH3:21])(=[O:20])=[O:19])=[CH:14][CH:13]=1. The yield is 0.430. (3) The reactants are [Cl:1][C:2]1[C:3]([O:12][C:13]2[CH:18]=[C:17]([O:19][CH2:20][CH2:21][O:22][CH3:23])[CH:16]=[CH:15][C:14]=2/C=C/C(O)=O)=[N:4][CH:5]=[C:6]([C:8]([F:11])([F:10])[F:9])[CH:7]=1.Cl.C(N=C=N[CH2:35][CH2:36][CH2:37][N:38](C)C)C.[C:41]([C:43]1[CH:44]=[C:45]([S:49](N)(=[O:51])=[O:50])[CH:46]=[CH:47][CH:48]=1)#[N:42].Cl.C(OCC)(=[O:56])C. The catalyst is C(#N)C.CN(C)C1C=CN=CC=1. The product is [Cl:1][C:2]1[C:3]([O:12][C:13]2[CH:18]=[C:17]([O:19][CH2:20][CH2:21][O:22][CH3:23])[CH:16]=[CH:15][C:14]=2[C:36](=[CH2:35])[C:37]([NH:38][S:49]([C:45]2[CH:46]=[CH:47][CH:48]=[C:43]([C:41]#[N:42])[CH:44]=2)(=[O:51])=[O:50])=[O:56])=[N:4][CH:5]=[C:6]([C:8]([F:11])([F:10])[F:9])[CH:7]=1. The yield is 0.800. (4) The catalyst is C(C(C)=O)C. The product is [CH2:1]([O:3][C:4](=[O:22])[C:5]([CH3:21])([O:14][C:15]1[CH:20]=[CH:19][CH:18]=[CH:17][CH:16]=1)[CH2:6][C:7]1[CH:12]=[CH:11][C:10]([O:13][CH2:25][CH:24]=[CH2:23])=[CH:9][CH:8]=1)[CH3:2]. The yield is 0.840. The reactants are [CH2:1]([O:3][C:4](=[O:22])[C:5]([CH3:21])([O:14][C:15]1[CH:20]=[CH:19][CH:18]=[CH:17][CH:16]=1)[CH2:6][C:7]1[CH:12]=[CH:11][C:10]([OH:13])=[CH:9][CH:8]=1)[CH3:2].[CH2:23](Br)[CH:24]=[CH2:25].C(=O)([O-])[O-].[K+].[K+]. (5) The reactants are [CH3:1][C:2]1[N:7]=[C:6]([C:8]2[NH:12][C:11]([CH2:13][C:14]3[CH:15]=[C:16]([CH:20]=[CH:21][CH:22]=3)[C:17](N)=[O:18])=[N:10][C:9]=2[C:23]2[CH:24]=[C:25]3[C:30](=[CH:31][CH:32]=2)[N:29]=[CH:28][CH:27]=[CH:26]3)[CH:5]=[CH:4][CH:3]=1.[OH-:33].[Na+]. The catalyst is Cl. The product is [CH3:1][C:2]1[N:7]=[C:6]([C:8]2[NH:12][C:11]([CH2:13][C:14]3[CH:15]=[C:16]([CH:20]=[CH:21][CH:22]=3)[C:17]([OH:33])=[O:18])=[N:10][C:9]=2[C:23]2[CH:24]=[C:25]3[C:30](=[CH:31][CH:32]=2)[N:29]=[CH:28][CH:27]=[CH:26]3)[CH:5]=[CH:4][CH:3]=1. The yield is 0.690. (6) The reactants are [C:1]([O:4][C:5]1[CH:22]=[CH:21][C:8]2[N:9]=[C:10]([C:12]3[CH:17]=[CH:16][C:15]([N+:18]([O-])=O)=[CH:14][CH:13]=3)[S:11][C:7]=2[CH:6]=1)(=[O:3])[CH3:2]. The catalyst is C1COCC1.CO. The product is [C:1]([O:4][C:5]1[CH:22]=[CH:21][C:8]2[N:9]=[C:10]([C:12]3[CH:17]=[CH:16][C:15]([NH2:18])=[CH:14][CH:13]=3)[S:11][C:7]=2[CH:6]=1)(=[O:3])[CH3:2]. The yield is 0.710.